Dataset: NCI-60 drug combinations with 297,098 pairs across 59 cell lines. Task: Regression. Given two drug SMILES strings and cell line genomic features, predict the synergy score measuring deviation from expected non-interaction effect. (1) Drug 1: C1=CC(=CC=C1C#N)C(C2=CC=C(C=C2)C#N)N3C=NC=N3. Drug 2: C1=CN(C(=O)N=C1N)C2C(C(C(O2)CO)O)O.Cl. Cell line: SK-MEL-28. Synergy scores: CSS=30.8, Synergy_ZIP=-7.78, Synergy_Bliss=0.696, Synergy_Loewe=-6.30, Synergy_HSA=-1.73. (2) Drug 1: CN(C)C1=NC(=NC(=N1)N(C)C)N(C)C. Drug 2: C1=NC2=C(N=C(N=C2N1C3C(C(C(O3)CO)O)O)F)N. Cell line: OVCAR-5. Synergy scores: CSS=-5.48, Synergy_ZIP=0.860, Synergy_Bliss=-0.812, Synergy_Loewe=-6.20, Synergy_HSA=-4.69. (3) Drug 1: C1=CC(=CC=C1C#N)C(C2=CC=C(C=C2)C#N)N3C=NC=N3. Drug 2: C(CC(=O)O)C(=O)CN.Cl. Cell line: KM12. Synergy scores: CSS=7.98, Synergy_ZIP=-1.75, Synergy_Bliss=0.676, Synergy_Loewe=3.21, Synergy_HSA=1.68. (4) Drug 1: C1CC(C1)(C(=O)O)C(=O)O.[NH2-].[NH2-].[Pt+2]. Drug 2: C#CCC(CC1=CN=C2C(=N1)C(=NC(=N2)N)N)C3=CC=C(C=C3)C(=O)NC(CCC(=O)O)C(=O)O. Cell line: U251. Synergy scores: CSS=47.9, Synergy_ZIP=-2.08, Synergy_Bliss=-3.55, Synergy_Loewe=-7.56, Synergy_HSA=1.75. (5) Cell line: NCI-H322M. Drug 1: CC1=CC2C(CCC3(C2CCC3(C(=O)C)OC(=O)C)C)C4(C1=CC(=O)CC4)C. Synergy scores: CSS=54.4, Synergy_ZIP=8.41, Synergy_Bliss=11.1, Synergy_Loewe=-31.3, Synergy_HSA=7.63. Drug 2: CC=C1C(=O)NC(C(=O)OC2CC(=O)NC(C(=O)NC(CSSCCC=C2)C(=O)N1)C(C)C)C(C)C. (6) Drug 1: CC1C(C(=O)NC(C(=O)N2CCCC2C(=O)N(CC(=O)N(C(C(=O)O1)C(C)C)C)C)C(C)C)NC(=O)C3=C4C(=C(C=C3)C)OC5=C(C(=O)C(=C(C5=N4)C(=O)NC6C(OC(=O)C(N(C(=O)CN(C(=O)C7CCCN7C(=O)C(NC6=O)C(C)C)C)C)C(C)C)C)N)C. Drug 2: CC1=CC=C(C=C1)C2=CC(=NN2C3=CC=C(C=C3)S(=O)(=O)N)C(F)(F)F. Cell line: LOX IMVI. Synergy scores: CSS=4.03, Synergy_ZIP=8.15, Synergy_Bliss=11.0, Synergy_Loewe=10.0, Synergy_HSA=10.5. (7) Drug 1: CCC1=CC2CC(C3=C(CN(C2)C1)C4=CC=CC=C4N3)(C5=C(C=C6C(=C5)C78CCN9C7C(C=CC9)(C(C(C8N6C)(C(=O)OC)O)OC(=O)C)CC)OC)C(=O)OC.C(C(C(=O)O)O)(C(=O)O)O. Drug 2: B(C(CC(C)C)NC(=O)C(CC1=CC=CC=C1)NC(=O)C2=NC=CN=C2)(O)O. Cell line: NCIH23. Synergy scores: CSS=31.3, Synergy_ZIP=-2.84, Synergy_Bliss=-2.75, Synergy_Loewe=-0.419, Synergy_HSA=-0.112.